Dataset: Full USPTO retrosynthesis dataset with 1.9M reactions from patents (1976-2016). Task: Predict the reactants needed to synthesize the given product. (1) Given the product [NH2:1][C:2]1[CH:7]=[CH:6][CH:5]=[CH:4][C:3]=1[NH:8][C:9]([CH2:11][CH2:12][CH2:13][CH2:14][CH2:15][NH:16][C:17](=[O:26])[C:18]1[CH:23]=[CH:22][C:21]([C:30]2[CH:31]=[CH:32][N:27]=[CH:28][CH:29]=2)=[C:20]([CH3:25])[CH:19]=1)=[O:10], predict the reactants needed to synthesize it. The reactants are: [NH2:1][C:2]1[CH:7]=[CH:6][CH:5]=[CH:4][C:3]=1[NH:8][C:9]([CH2:11][CH2:12][CH2:13][CH2:14][CH2:15][NH:16][C:17](=[O:26])[C:18]1[CH:23]=[CH:22][C:21](Br)=[C:20]([CH3:25])[CH:19]=1)=[O:10].[N:27]1[CH:32]=[CH:31][C:30](B(O)O)=[CH:29][CH:28]=1. (2) Given the product [OH:2][CH:23]1[C:18](=[O:17])[CH2:19][CH:20]([C:26]2[CH:31]=[CH:30][N:29]=[CH:28][C:27]=2[N+:32]([O-:34])=[O:33])[O:21][C:22]1([CH3:24])[CH3:25], predict the reactants needed to synthesize it. The reactants are: C(=O)(O)[O-:2].[Na+].CC(C)=O.[Si]([O:17][C:18]1[CH2:19][CH:20]([C:26]2[CH:31]=[CH:30][N:29]=[CH:28][C:27]=2[N+:32]([O-:34])=[O:33])[O:21][C:22]([CH3:25])([CH3:24])[CH:23]=1)(C(C)(C)C)(C)C.OOS([O-])=O.[K+].Cl.[OH-].[Na+].